Dataset: Full USPTO retrosynthesis dataset with 1.9M reactions from patents (1976-2016). Task: Predict the reactants needed to synthesize the given product. (1) The reactants are: N=C=N.[F:4][C:5]([F:43])([F:42])[C:6]1[CH:7]=[C:8]([C:16]2([C:38]([F:41])([F:40])[F:39])[O:20][N:19]=[C:18]([C:21]3[C:30]4[C:25](=[CH:26][CH:27]=[CH:28][CH:29]=4)[C:24]([C:31]([NH:33][CH2:34][C:35]([OH:37])=O)=[O:32])=[CH:23][CH:22]=3)[CH2:17]2)[CH:9]=[C:10]([C:12]([F:15])([F:14])[F:13])[CH:11]=1.[F:44][C:45]([F:49])([F:48])[CH2:46][NH2:47]. Given the product [F:4][C:5]([F:42])([F:43])[C:6]1[CH:7]=[C:8]([C:16]2([C:38]([F:40])([F:41])[F:39])[O:20][N:19]=[C:18]([C:21]3[C:30]4[C:25](=[CH:26][CH:27]=[CH:28][CH:29]=4)[C:24]([C:31]([NH:33][CH2:34][C:35](=[O:37])[NH:47][CH2:46][C:45]([F:49])([F:48])[F:44])=[O:32])=[CH:23][CH:22]=3)[CH2:17]2)[CH:9]=[C:10]([C:12]([F:15])([F:14])[F:13])[CH:11]=1, predict the reactants needed to synthesize it. (2) Given the product [Cl:1][C:2]1[C:7]2[C:8](=[O:10])[C:17]3[C:12](=[CH:13][CH:14]=[C:15]([F:18])[CH:16]=3)[NH:11][C:6]=2[C:5]([N+:19]([O-:21])=[O:20])=[CH:4][CH:3]=1, predict the reactants needed to synthesize it. The reactants are: [Cl:1][C:2]1[C:7]([C:8]([OH:10])=O)=[C:6]([NH:11][C:12]2[CH:17]=[CH:16][C:15]([F:18])=[CH:14][CH:13]=2)[C:5]([N+:19]([O-:21])=[O:20])=[CH:4][CH:3]=1.O=P(Cl)(Cl)Cl. (3) The reactants are: [CH3:1][O:2][C:3]1[CH:4]=[N:5][C:6]2[CH:7]=[CH:8][CH:9]=[C:10]([CH:13]=[O:14])[C:11]=2[N:12]=1.[BH4-].[Na+]. Given the product [CH3:1][O:2][C:3]1[CH:4]=[N:5][C:6]2[C:11]([N:12]=1)=[C:10]([CH2:13][OH:14])[CH:9]=[CH:8][CH:7]=2, predict the reactants needed to synthesize it.